From a dataset of Peptide-MHC class II binding affinity with 134,281 pairs from IEDB. Regression. Given a peptide amino acid sequence and an MHC pseudo amino acid sequence, predict their binding affinity value. This is MHC class II binding data. (1) The peptide sequence is AAGAATTAAGAASGA. The MHC is DRB1_0101 with pseudo-sequence DRB1_0101. The binding affinity (normalized) is 0.386. (2) The peptide sequence is SQDLELSWNRNGLQAY. The MHC is DRB1_0401 with pseudo-sequence DRB1_0401. The binding affinity (normalized) is 0.464. (3) The binding affinity (normalized) is 0.563. The peptide sequence is GYITTNVLREILKEL. The MHC is DRB1_0701 with pseudo-sequence DRB1_0701. (4) The peptide sequence is AFLLLGLAGNSSPSA. The MHC is DRB4_0101 with pseudo-sequence DRB4_0103. The binding affinity (normalized) is 0.577.